This data is from TCR-epitope binding with 47,182 pairs between 192 epitopes and 23,139 TCRs. The task is: Binary Classification. Given a T-cell receptor sequence (or CDR3 region) and an epitope sequence, predict whether binding occurs between them. (1) The epitope is FPPTSFGPL. The TCR CDR3 sequence is CASSGTSGGAGEQFF. Result: 1 (the TCR binds to the epitope). (2) The epitope is QASQEVKNW. The TCR CDR3 sequence is CASSSQGYGRAQHF. Result: 1 (the TCR binds to the epitope). (3) The epitope is KLFIRQEEV. The TCR CDR3 sequence is CASSLGTGSTDTQYF. Result: 0 (the TCR does not bind to the epitope). (4) The epitope is YLQPRTFLL. The TCR CDR3 sequence is CASSTPRKEWGRAEAFF. Result: 1 (the TCR binds to the epitope). (5) The epitope is GMFNMLSTVLGVS. The TCR CDR3 sequence is CASSQEGRYMNTEAFF. Result: 0 (the TCR does not bind to the epitope). (6) The epitope is QARQMVQAMRTIGTHP. The TCR CDR3 sequence is CSVEPSGGYEQYF. Result: 0 (the TCR does not bind to the epitope).